The task is: Predict the reactants needed to synthesize the given product.. This data is from Full USPTO retrosynthesis dataset with 1.9M reactions from patents (1976-2016). The reactants are: [C:1]1([S:7]([C:10]2([CH2:13][CH:14]3[CH2:16][O:15]3)[CH2:12][CH2:11]2)(=[O:9])=[O:8])[CH:6]=[CH:5][CH:4]=[CH:3][CH:2]=1.C(=O)([O-])[O-].[K+].[K+].[CH3:23][C:24]1[CH2:25][NH:26][CH2:27][CH2:28][C:29]=1[CH3:30]. Given the product [C:1]1([S:7]([C:10]2([CH2:13][CH:14]([OH:15])[CH2:16][N:26]3[CH2:25][C:24]([CH3:23])=[C:29]([CH3:30])[CH2:28][CH2:27]3)[CH2:12][CH2:11]2)(=[O:9])=[O:8])[CH:6]=[CH:5][CH:4]=[CH:3][CH:2]=1, predict the reactants needed to synthesize it.